This data is from HIV replication inhibition screening data with 41,000+ compounds from the AIDS Antiviral Screen. The task is: Binary Classification. Given a drug SMILES string, predict its activity (active/inactive) in a high-throughput screening assay against a specified biological target. (1) The drug is O=C1Nc2ccccc2Oc2ccccc21. The result is 1 (active). (2) The molecule is COC1OC(COC(=O)NCCCCC(=O)C(F)(F)C(F)(F)C(F)(F)C(F)(F)C(F)(F)C(F)(F)C(F)(F)F)C(O)C(O)C1O. The result is 0 (inactive). (3) The molecule is CC(=O)N1CCN(CCCCN2c3ccccc3Sc3cc(N=[N+]=[N-])ccc32)CC1. The result is 0 (inactive). (4) The result is 0 (inactive). The molecule is O=C(O)P(=O)(O)O. (5) The drug is COC1OC(CO)C2NP(=O)(N(CCCl)CCCl)OC12. The result is 0 (inactive). (6) The result is 0 (inactive). The molecule is C(#CCN1CCCC1)CCCN1CCCC1. (7) The molecule is C=C1c2nc3ccccc3n2C=C(c2ccc(OC)cc2)N1c1ccc(OC)cc1. The result is 0 (inactive). (8) The molecule is CCN1C(=O)C(N2CCCCC2)SC1=CC(=O)O. The result is 0 (inactive). (9) The compound is CN1C(=O)c2ccccc2OC12C=Cc1c(ccc3ccccc13)O2. The result is 0 (inactive).